From a dataset of Acute oral toxicity (LD50) regression data from Zhu et al.. Regression/Classification. Given a drug SMILES string, predict its toxicity properties. Task type varies by dataset: regression for continuous values (e.g., LD50, hERG inhibition percentage) or binary classification for toxic/non-toxic outcomes (e.g., AMES mutagenicity, cardiotoxicity, hepatotoxicity). Dataset: ld50_zhu. (1) The compound is CCOP(=O)(OC=C(Cl)Cl)OCC(Cl)CCl. The rat oral LD50 is 3.70, given as -log10 of the dose in mol/kg body weight (higher means more acutely toxic). (2) The drug is CCC(C)O. The rat oral LD50 is 1.06, given as -log10 of the dose in mol/kg body weight (higher means more acutely toxic). (3) The drug is C=C(C)C(=O)OCCSCC. The rat oral LD50 is 1.37, given as -log10 of the dose in mol/kg body weight (higher means more acutely toxic). (4) The compound is CCN(CC)C(=O)c1ccccc1O. The rat oral LD50 is 2.52, given as -log10 of the dose in mol/kg body weight (higher means more acutely toxic).